The task is: Predict the reactants needed to synthesize the given product.. This data is from Full USPTO retrosynthesis dataset with 1.9M reactions from patents (1976-2016). (1) Given the product [CH3:39][O:38][C:36]1[CH:35]=[C:33]([NH:34][C:15]([C:3]2[C@:4]3([CH3:14])[C@H:9]([C:8]([CH3:13])([CH3:12])[CH2:7][CH2:6][CH2:5]3)[CH2:10][CH2:11][C:2]=2[CH3:1])=[O:17])[CH:32]=[C:31]([O:30][CH3:29])[CH:37]=1, predict the reactants needed to synthesize it. The reactants are: [CH3:1][C:2]1[CH2:11][CH2:10][C@@H:9]2[C@:4]([CH3:14])([CH2:5][CH2:6][CH2:7][C:8]2([CH3:13])[CH3:12])[C:3]=1[C:15]([OH:17])=O.CN(C=O)C.C(Cl)(=O)C(Cl)=O.[CH3:29][O:30][C:31]1[CH:32]=[C:33]([CH:35]=[C:36]([O:38][CH3:39])[CH:37]=1)[NH2:34]. (2) Given the product [CH2:34]([NH:36][C:29](=[O:31])[C@H:28]([O:27][C:25]1[CH:24]=[CH:23][CH:22]=[C:21]2[C:26]=1[C:17]([NH:16][C:12]1[CH:11]=[C:10]3[C:15](=[CH:14][CH:13]=1)[N:7]([CH2:6][C:4]1[N:3]=[CH:2][S:1][CH:5]=1)[N:8]=[CH:9]3)=[N:18][CH:19]=[N:20]2)[CH3:33])[CH3:35], predict the reactants needed to synthesize it. The reactants are: [S:1]1[CH:5]=[C:4]([CH2:6][N:7]2[C:15]3[C:10](=[CH:11][C:12]([NH:16][C:17]4[C:26]5[C:21](=[CH:22][CH:23]=[CH:24][C:25]=5[O:27][C@H:28]([CH3:33])[C:29]([O:31]C)=O)[N:20]=[CH:19][N:18]=4)=[CH:13][CH:14]=3)[CH:9]=[N:8]2)[N:3]=[CH:2]1.[CH2:34]([NH2:36])[CH3:35].